Dataset: Peptide-MHC class I binding affinity with 185,985 pairs from IEDB/IMGT. Task: Regression. Given a peptide amino acid sequence and an MHC pseudo amino acid sequence, predict their binding affinity value. This is MHC class I binding data. (1) The peptide sequence is NMCNSDVSV. The MHC is HLA-A02:06 with pseudo-sequence HLA-A02:06. The binding affinity (normalized) is 0.577. (2) The peptide sequence is AIFQSSMTT. The MHC is HLA-A68:01 with pseudo-sequence HLA-A68:01. The binding affinity (normalized) is 0.149. (3) The peptide sequence is ENLKSLYNTV. The binding affinity (normalized) is 0.00142. The MHC is Mamu-B8301 with pseudo-sequence Mamu-B8301. (4) The peptide sequence is DEVVYTHGA. The MHC is HLA-A02:12 with pseudo-sequence HLA-A02:12. The binding affinity (normalized) is 0.0847. (5) The peptide sequence is LVSSGNTLY. The MHC is HLA-A11:01 with pseudo-sequence HLA-A11:01. The binding affinity (normalized) is 0.213. (6) The peptide sequence is AFDLSHFLK. The MHC is HLA-B08:01 with pseudo-sequence HLA-B08:01. The binding affinity (normalized) is 0.0162. (7) The peptide sequence is LFTIAMWLL. The MHC is HLA-A01:01 with pseudo-sequence HLA-A01:01. The binding affinity (normalized) is 0. (8) The peptide sequence is EVIPMFSAL. The MHC is HLA-B44:02 with pseudo-sequence HLA-B44:02. The binding affinity (normalized) is 0.0985.